Dataset: Reaction yield outcomes from USPTO patents with 853,638 reactions. Task: Predict the reaction yield, written as a fraction of the theoretical maximum amount of product (1.0 means a 100% yield; for example, 0.34 means a 34% yield). (1) The reactants are [CH:1]1([N:5]2[CH2:10][CH2:9][N:8]([C:11]([C:13]3[CH:14]=[C:15]4[C:19](=[CH:20][CH:21]=3)[NH:18][C:17]([C:22]([N:24]3[CH2:29][CH2:28][C:27]([F:31])([F:30])[CH2:26][CH2:25]3)=[O:23])=[CH:16]4)=[O:12])[CH2:7][CH2:6]2)[CH2:4][CH2:3][CH2:2]1.[O:32]1[CH2:37][CH2:36][N:35]([C:38]2[CH:43]=[CH:42][C:41](B(O)O)=[CH:40][CH:39]=2)[CH2:34][CH2:33]1.N1C=CC=CC=1. The catalyst is ClCCl.C([O-])(=O)C.[Cu+2].C([O-])(=O)C. The product is [CH:1]1([N:5]2[CH2:6][CH2:7][N:8]([C:11]([C:13]3[CH:14]=[C:15]4[C:19](=[CH:20][CH:21]=3)[N:18]([C:41]3[CH:40]=[CH:39][C:38]([N:35]5[CH2:34][CH2:33][O:32][CH2:37][CH2:36]5)=[CH:43][CH:42]=3)[C:17]([C:22]([N:24]3[CH2:25][CH2:26][C:27]([F:30])([F:31])[CH2:28][CH2:29]3)=[O:23])=[CH:16]4)=[O:12])[CH2:9][CH2:10]2)[CH2:2][CH2:3][CH2:4]1. The yield is 0.310. (2) The reactants are [CH3:1][O:2][C:3]([NH:5][C@H:6]([C:10]([N:12]1[CH2:16][C@@H:15]([CH2:17][O:18][CH3:19])[CH2:14][C@H:13]1[C:20]1[NH:24][C:23]2[C:25]3[C:30]([CH:31]=[CH:32][C:22]=2[N:21]=1)=[CH:29][C:28]1[C:33]2[C:38]([CH2:39][O:40][C:27]=1[CH:26]=3)=[CH:37][C:36]([C:41]1[NH:45][C:44]([C@@H:46]3[CH2:50][C@H:49]([CH3:51])[CH2:48][N:47]3[C:52](OC(C)(C)C)=[O:53])=[N:43][CH:42]=1)=[CH:35][CH:34]=2)=[O:11])[CH:7]([CH3:9])C)=[O:4].Cl.[CH3:60][O:61][C@H:62]([CH3:72])[C@H:63]([NH:67][C:68]([O:70][CH3:71])=[O:69])C(O)=O.CN([C:76]([O:80]N1N=NC2C=CC=NC1=2)=[N+](C)C)C.F[P-](F)(F)(F)(F)F.CCN(C(C)C)C(C)C. The catalyst is C(Cl)Cl.CO.CCOC(C)=O.CN(C=O)C.CO. The product is [CH3:1][O:2][C:3](=[O:4])[NH:5][C@@H:6]([C@H:7]([O:80][CH3:76])[CH3:9])[C:10]([N:12]1[CH2:16][C@@H:15]([CH2:17][O:18][CH3:19])[CH2:14][C@H:13]1[C:20]1[NH:24][C:23]2[C:25]3[C:30]([CH:31]=[CH:32][C:22]=2[N:21]=1)=[CH:29][C:28]1[C:33]2[C:38]([CH2:39][O:40][C:27]=1[CH:26]=3)=[CH:37][C:36]([C:41]1[NH:45][C:44]([C@@H:46]3[CH2:50][C@H:49]([CH3:51])[CH2:48][N:47]3[C:52](=[O:53])[C@H:63]([C@@H:62]([CH3:72])[O:61][CH3:60])[NH:67][C:68]([O:70][CH3:71])=[O:69])=[N:43][CH:42]=1)=[CH:35][CH:34]=2)=[O:11]. The yield is 0.340. (3) The reactants are [NH2:1][C:2]1[N:7]([CH2:8][CH:9]2[CH2:11][CH2:10]2)[C:6](=[O:12])[N:5]([CH2:13][C:14]2[CH:19]=[CH:18][CH:17]=[CH:16][C:15]=2[F:20])[C:4](=[O:21])[C:3]=1[NH:22][C:23](=[O:32])[CH2:24][C:25]1[CH:30]=[CH:29][C:28]([NH2:31])=[CH:27][CH:26]=1.[C:33]([NH:36][C:37]1[S:38][C:39]([S:43](Cl)(=[O:45])=[O:44])=[C:40]([CH3:42])[N:41]=1)(=[O:35])[CH3:34].C(Cl)Cl.Cl. The catalyst is N1C=CC=CC=1. The product is [C:33]([NH:36][C:37]1[S:38][C:39]([S:43]([NH:31][C:28]2[CH:27]=[CH:26][C:25]([CH2:24][C:23]([NH:22][C:3]3[C:4](=[O:21])[N:5]([CH2:13][C:14]4[CH:19]=[CH:18][CH:17]=[CH:16][C:15]=4[F:20])[C:6](=[O:12])[N:7]([CH2:8][CH:9]4[CH2:11][CH2:10]4)[C:2]=3[NH2:1])=[O:32])=[CH:30][CH:29]=2)(=[O:44])=[O:45])=[C:40]([CH3:42])[N:41]=1)(=[O:35])[CH3:34]. The yield is 0.540. (4) The reactants are [CH3:1][O:2][C:3]1[CH:4]=[C:5]([CH:24]=[CH:25][CH:26]=1)[CH2:6][C:7]1[C:16]2[C:11](=[CH:12][C:13]([O:19][CH3:20])=[C:14]([O:17][CH3:18])[CH:15]=2)[C:10]([CH2:21][C:22]#[N:23])=[CH:9][N:8]=1.[Se](=O)=[O:28]. The catalyst is C(OCC)(=O)C. The product is [CH3:1][O:2][C:3]1[CH:4]=[C:5]([CH:24]=[CH:25][CH:26]=1)[C:6]([C:7]1[C:16]2[C:11](=[CH:12][C:13]([O:19][CH3:20])=[C:14]([O:17][CH3:18])[CH:15]=2)[C:10]([CH2:21][C:22]#[N:23])=[CH:9][N:8]=1)=[O:28]. The yield is 0.428. (5) The reactants are C(N(CC)CC)C.Br[C:9]1[CH:10]=[C:11]([C@:15]([C@@H:23]2[CH2:28][CH2:27][CH2:26][N:25]([C:29]([NH:31][C@H:32]([CH2:40][N:41]([CH3:51])[C:42]([O:44][CH2:45][CH2:46][Si:47]([CH3:50])([CH3:49])[CH3:48])=[O:43])[CH2:33][CH:34]3[CH2:39][CH2:38][CH2:37][CH2:36][CH2:35]3)=[O:30])[CH2:24]2)([OH:22])[CH2:16][CH2:17][CH2:18][CH2:19][O:20][CH3:21])[CH:12]=[CH:13][CH:14]=1.[C]=O. The catalyst is C1C=CC(P(C2C=CC=CC=2)[C-]2C=CC=C2)=CC=1.C1C=CC(P(C2C=CC=CC=2)[C-]2C=CC=C2)=CC=1.Cl[Pd]Cl.[Fe+2].C1C=CC([P]([Pd]([P](C2C=CC=CC=2)(C2C=CC=CC=2)C2C=CC=CC=2)([P](C2C=CC=CC=2)(C2C=CC=CC=2)C2C=CC=CC=2)[P](C2C=CC=CC=2)(C2C=CC=CC=2)C2C=CC=CC=2)(C2C=CC=CC=2)C2C=CC=CC=2)=CC=1.CN(C=O)C.CO. The product is [CH:34]1([CH2:33][C@H:32]([NH:31][C:29]([N:25]2[CH2:26][CH2:27][CH2:28][C@@H:23]([C@@:15]([C:11]3[CH:10]=[C:9]([CH:14]=[CH:13][CH:12]=3)[C:42]([O:44][CH3:45])=[O:43])([OH:22])[CH2:16][CH2:17][CH2:18][CH2:19][O:20][CH3:21])[CH2:24]2)=[O:30])[CH2:40][N:41]([CH3:51])[C:42]([O:44][CH2:45][CH2:46][Si:47]([CH3:48])([CH3:50])[CH3:49])=[O:43])[CH2:39][CH2:38][CH2:37][CH2:36][CH2:35]1. The yield is 0.270. (6) The reactants are [Cl-].O[NH3+:3].[C:4](=[O:7])([O-])[OH:5].[Na+].CS(C)=O.[F:13][C:14]1[CH:15]=[C:16]([N:22]2[C:27](=[O:28])[C:26]([CH2:29][C:30]3[CH:35]=[CH:34][C:33]([C:36]4[C:37]([C:42]#[N:43])=[CH:38][CH:39]=[CH:40][CH:41]=4)=[CH:32][CH:31]=3)=[C:25]([CH2:44][CH2:45][CH3:46])[N:24]3[N:47]=[CH:48][N:49]=[C:23]23)[CH:17]=[CH:18][C:19]=1[O:20][CH3:21]. The catalyst is C(OCC)(=O)C. The product is [F:13][C:14]1[CH:15]=[C:16]([N:22]2[C:27](=[O:28])[C:26]([CH2:29][C:30]3[CH:31]=[CH:32][C:33]([C:36]4[CH:41]=[CH:40][CH:39]=[CH:38][C:37]=4[C:42]4[NH:3][C:4](=[O:7])[O:5][N:43]=4)=[CH:34][CH:35]=3)=[C:25]([CH2:44][CH2:45][CH3:46])[N:24]3[N:47]=[CH:48][N:49]=[C:23]23)[CH:17]=[CH:18][C:19]=1[O:20][CH3:21]. The yield is 0.600. (7) The reactants are C[O:2][C:3](=O)[C:4]1[CH:9]=[CH:8][C:7]([O:10][CH2:11][C:12]2[C:13]([C:18]3[CH:23]=[CH:22][C:21]([Cl:24])=[CH:20][CH:19]=3)=[N:14][O:15][C:16]=2[CH3:17])=[N:6][CH:5]=1.[CH:26]1([CH2:29][NH2:30])[CH2:28][CH2:27]1. No catalyst specified. The product is [Cl:24][C:21]1[CH:20]=[CH:19][C:18]([C:13]2[C:12]([CH2:11][O:10][C:7]3[CH:8]=[CH:9][C:4]([C:3]([NH:30][CH2:29][CH:26]4[CH2:28][CH2:27]4)=[O:2])=[CH:5][N:6]=3)=[C:16]([CH3:17])[O:15][N:14]=2)=[CH:23][CH:22]=1. The yield is 0.700. (8) The reactants are [Br:1][C:2]1[CH:7]=[C:6]([C:8]([CH3:11])([CH3:10])[CH3:9])[CH:5]=[CH:4][C:3]=1[NH2:12].[N+:13]([O-])([O-:15])=[O:14].[K+]. The catalyst is OS(O)(=O)=O. The product is [Br:1][C:2]1[CH:7]=[C:6]([C:8]([CH3:9])([CH3:11])[CH3:10])[C:5]([N+:13]([O-:15])=[O:14])=[CH:4][C:3]=1[NH2:12]. The yield is 0.780.